This data is from Peptide-MHC class I binding affinity with 185,985 pairs from IEDB/IMGT. The task is: Regression. Given a peptide amino acid sequence and an MHC pseudo amino acid sequence, predict their binding affinity value. This is MHC class I binding data. The peptide sequence is NIRNDDKYT. The MHC is HLA-A68:02 with pseudo-sequence HLA-A68:02. The binding affinity (normalized) is 0.305.